From a dataset of TCR-epitope binding with 47,182 pairs between 192 epitopes and 23,139 TCRs. Binary Classification. Given a T-cell receptor sequence (or CDR3 region) and an epitope sequence, predict whether binding occurs between them. The epitope is PROT_97E67BCC. The TCR CDR3 sequence is CASSDRRAGANVLTF. Result: 1 (the TCR binds to the epitope).